This data is from Forward reaction prediction with 1.9M reactions from USPTO patents (1976-2016). The task is: Predict the product of the given reaction. Given the reactants [F:1][C:2]1[C:9]([F:10])=[CH:8][CH:7]=[C:6]([O:11][CH2:12][CH2:13][CH3:14])[C:3]=1[CH:4]=O.ClC1C=[C:18](C=CC=1)[CH:19]=[O:20].[CH3:24][Si:25]([CH3:32])([CH3:31])N[Si:25]([CH3:32])([CH3:31])[CH3:24].C([Li])CCC.C[Si](Cl)(C)C.C([N:45](CC)CC)C.C(Cl)(=O)C, predict the reaction product. The product is: [F:1][C:2]1[C:9]([F:10])=[CH:8][CH:7]=[C:6]([O:11][CH2:12][CH2:13][CH3:14])[C:3]=1[CH:4]=[N:45][C:19]([O:18][Si:25]([CH3:32])([CH3:31])[CH3:24])=[CH2:20].